From a dataset of Forward reaction prediction with 1.9M reactions from USPTO patents (1976-2016). Predict the product of the given reaction. Given the reactants [F:1][C:2]1[CH:10]=[C:9]([F:11])[CH:8]=[C:7]2[C:3]=1[CH2:4][CH:5]([CH3:13])[C:6]2=[O:12].C(O)C, predict the reaction product. The product is: [F:1][C:2]1[CH:10]=[C:9]([F:11])[CH:8]=[C:7]2[C:3]=1[CH2:4][CH:5]([CH3:13])[CH:6]2[OH:12].